Task: Predict the product of the given reaction.. Dataset: Forward reaction prediction with 1.9M reactions from USPTO patents (1976-2016) (1) Given the reactants [Cl:1][C:2]1[CH:7]=[C:6]([S:8](Cl)(=[O:10])=[O:9])[CH:5]=[CH:4][C:3]=1[CH3:12].[NH3:13], predict the reaction product. The product is: [Cl:1][C:2]1[CH:7]=[C:6]([S:8](=[O:10])(=[O:9])[NH2:13])[CH:5]=[CH:4][C:3]=1[CH3:12]. (2) Given the reactants [CH:1]1([NH:4][C:5]([NH:7][C:8]2[CH:13]=[CH:12][C:11]([I:14])=[CH:10][C:9]=2[F:15])=[O:6])[CH2:3][CH2:2]1.[C:16]([CH2:18][C:19](O)=[O:20])#[N:17].CN(C)C=O.CS(Cl)(=O)=O, predict the reaction product. The product is: [C:16]([CH2:18][C:19]([N:4]([CH:1]1[CH2:2][CH2:3]1)[C:5]([NH:7][C:8]1[CH:13]=[CH:12][C:11]([I:14])=[CH:10][C:9]=1[F:15])=[O:6])=[O:20])#[N:17]. (3) Given the reactants [CH2:1]([O:8][C:9]([N:11]1[CH2:20][CH2:19][C:18]2[C:13](=[CH:14][CH:15]=[CH:16][CH:17]=2)[CH:12]1[C:21]1[CH:26]=[C:25]([C:27]#[N:28])[CH:24]=[CH:23][C:22]=1[O:29][CH2:30][C:31]([O:33]CC)=[O:32])=[O:10])[C:2]1[CH:7]=[CH:6][CH:5]=[CH:4][CH:3]=1.CC[OH:38], predict the reaction product. The product is: [CH2:1]([O:8][C:9]([N:11]1[CH2:20][CH2:19][C:18]2[C:13](=[CH:14][CH:15]=[CH:16][CH:17]=2)[CH:12]1[C:21]1[CH:26]=[C:25]([C:27](=[O:38])[NH2:28])[CH:24]=[CH:23][C:22]=1[O:29][CH2:30][C:31]([OH:33])=[O:32])=[O:10])[C:2]1[CH:3]=[CH:4][CH:5]=[CH:6][CH:7]=1. (4) Given the reactants [F:1][C:2]1[CH:3]=[C:4](C(OS(C)(=O)=O)C2OC=CN=2)[CH:5]=[CH:6][CH:7]=1.Cl.[CH2:20]([CH:22]([CH2:39][CH3:40])[C:23]([NH:25][C:26]1[CH:31]=[CH:30][C:29]([N:32]2[CH2:37][CH2:36][NH:35][CH2:34][CH2:33]2)=[C:28]([F:38])[CH:27]=1)=[O:24])[CH3:21].CC[N:43]([CH:47]([CH3:49])C)[CH:44]([CH3:46])C.[OH2:50], predict the reaction product. The product is: [CH2:39]([CH:22]([CH2:20][CH3:21])[C:23]([NH:25][C:26]1[CH:31]=[CH:30][C:29]([N:32]2[CH2:33][CH2:34][N:35]([CH:49]([C:5]3[CH:4]=[CH:3][C:2]([F:1])=[CH:7][CH:6]=3)[C:47]3[O:50][CH:46]=[CH:44][N:43]=3)[CH2:36][CH2:37]2)=[C:28]([F:38])[CH:27]=1)=[O:24])[CH3:40]. (5) Given the reactants Br[CH2:2][CH2:3][CH2:4][CH2:5][CH2:6][CH3:7].Cl.[Cl:9][C:10]1[CH:11]=[CH:12][C:13]2[N:22]([C:23]([CH:25]3[CH2:30][CH2:29][CH:28]([CH2:31][NH:32][C:33](=[O:42])[CH2:34][CH2:35][CH:36]4[CH2:41][CH2:40][NH:39][CH2:38][CH2:37]4)[CH2:27][CH2:26]3)=[O:24])[CH2:21][C:20]3[CH:19]=[N:18][N:17]([CH3:43])[C:16]=3[NH:15][C:14]=2[CH:44]=1, predict the reaction product. The product is: [Cl:9][C:10]1[CH:11]=[CH:12][C:13]2[N:22]([C:23]([CH:25]3[CH2:30][CH2:29][CH:28]([CH2:31][NH:32][C:33](=[O:42])[CH2:34][CH2:35][CH:36]4[CH2:37][CH2:38][N:39]([CH2:2][CH2:3][CH2:4][CH2:5][CH2:6][CH3:7])[CH2:40][CH2:41]4)[CH2:27][CH2:26]3)=[O:24])[CH2:21][C:20]3[CH:19]=[N:18][N:17]([CH3:43])[C:16]=3[NH:15][C:14]=2[CH:44]=1. (6) Given the reactants C[O:2][C:3](=[O:26])[C:4]1[CH:9]=[CH:8][C:7]([NH:10][C:11]([NH:13][C:14]2[CH:19]=[N:18][C:17]([C:20]([F:23])([F:22])[F:21])=[CH:16][N:15]=2)=[O:12])=[C:6]([O:24][CH3:25])[CH:5]=1.O.[OH-].[Li+], predict the reaction product. The product is: [CH3:25][O:24][C:6]1[CH:5]=[C:4]([CH:9]=[CH:8][C:7]=1[NH:10][C:11]([NH:13][C:14]1[CH:19]=[N:18][C:17]([C:20]([F:23])([F:21])[F:22])=[CH:16][N:15]=1)=[O:12])[C:3]([OH:26])=[O:2]. (7) Given the reactants [O:1]1[CH:5]=[CH:4][C:3]([CH2:6][NH2:7])=[CH:2]1.[Cl:8][C:9]1[N:14]=[C:13](Cl)[C:12]([N:16]([CH3:21])[C:17](=[O:20])[CH:18]=[CH2:19])=[CH:11][N:10]=1.C(N(CC)CC)C, predict the reaction product. The product is: [Cl:8][C:9]1[N:10]=[C:11]2[C:12]([N:16]([CH3:21])[C:17](=[O:20])[CH2:18][CH2:19][N:7]2[CH2:6][C:3]2[CH:4]=[CH:5][O:1][CH:2]=2)=[CH:13][N:14]=1. (8) Given the reactants [F:1][C:2]1[CH:7]=[CH:6][C:5]([CH:8]([N:30]2[CH2:35][CH2:34][N:33]([CH3:36])[CH2:32][CH2:31]2)[CH2:9][N:10]2[CH2:15][CH2:14][N:13]([CH2:16][CH2:17][CH2:18][CH2:19][C:20]3[C:24]4[CH:25]=[CH:26][C:27]([F:29])=[CH:28][C:23]=4[O:22][N:21]=3)[CH2:12][CH2:11]2)=[CH:4][CH:3]=1.[C:37]([OH:44])(=[O:43])/[CH:38]=[CH:39]\[C:40]([OH:42])=[O:41], predict the reaction product. The product is: [C:37]([OH:44])(=[O:43])/[CH:38]=[CH:39]\[C:40]([OH:42])=[O:41].[C:37]([OH:44])(=[O:43])/[CH:38]=[CH:39]\[C:40]([OH:42])=[O:41].[C:37]([OH:44])(=[O:43])/[CH:38]=[CH:39]\[C:40]([OH:42])=[O:41].[F:1][C:2]1[CH:7]=[CH:6][C:5]([CH:8]([N:30]2[CH2:35][CH2:34][N:33]([CH3:36])[CH2:32][CH2:31]2)[CH2:9][N:10]2[CH2:11][CH2:12][N:13]([CH2:16][CH2:17][CH2:18][CH2:19][C:20]3[C:24]4[CH:25]=[CH:26][C:27]([F:29])=[CH:28][C:23]=4[O:22][N:21]=3)[CH2:14][CH2:15]2)=[CH:4][CH:3]=1. (9) The product is: [Br:1][C:2]1[CH:7]=[CH:6][C:5]([C:8](=[O:12])[CH:9]([CH3:10])[CH3:11])=[C:4]([CH:3]=1)[O:13][CH2:23][CH2:24][NH:25][C:26](=[O:32])[O:27][C:28]([CH3:31])([CH3:30])[CH3:29]. Given the reactants [Br:1][C:2]1[CH:7]=[CH:6][C:5]([C:8](=[O:12])[CH:9]([CH3:11])[CH3:10])=[C:4]([OH:13])[CH:3]=1.C([O-])([O-])=O.[K+].[K+].[I-].[K+].Br[CH2:23][CH2:24][NH:25][C:26](=[O:32])[O:27][C:28]([CH3:31])([CH3:30])[CH3:29], predict the reaction product. (10) Given the reactants [NH2:1][C:2]1[CH:7]=[C:6](Br)[N:5]=[C:4]([C:9]([O:11][CH3:12])=[O:10])[C:3]=1[Cl:13].CC1(C)C(C)(C)OB([C:22]2[CH:30]=[CH:29][C:25]3[N:26]=[CH:27][O:28][C:24]=3[CH:23]=2)O1.C([O-])([O-])=O.[K+].[K+].O, predict the reaction product. The product is: [NH2:1][C:2]1[CH:7]=[C:6]([C:22]2[CH:30]=[CH:29][C:25]3[N:26]=[CH:27][O:28][C:24]=3[CH:23]=2)[N:5]=[C:4]([C:9]([O:11][CH3:12])=[O:10])[C:3]=1[Cl:13].